From a dataset of Reaction yield outcomes from USPTO patents with 853,638 reactions. Predict the reaction yield, written as a fraction of the theoretical maximum amount of product (1.0 means a 100% yield; for example, 0.34 means a 34% yield). (1) The reactants are [N:1]1[N:9]2[C:4]([O:5][CH2:6][CH2:7][CH2:8]2)=[CH:3][C:2]=1[C:10]([O-])=[O:11].[BH4-].[Li+].CO. The catalyst is C1COCC1. The product is [NH:1]1[N:9]2[CH:4]([O:5][CH2:6][CH:7]=[CH:8]2)[CH2:3][CH:2]1[CH2:10][OH:11]. The yield is 0.670. (2) The reactants are [Cl:1][C:2]1[C:11]2[C:6](=[CH:7][CH:8]=[CH:9][CH:10]=2)[CH:5]=[C:4]([CH3:12])[CH:3]=1.Cl[CH:14](Cl)[O:15]C. The catalyst is [Ti](Cl)(Cl)(Cl)Cl.C(Cl)Cl. The product is [Cl:1][C:2]1[C:11]2[C:6](=[CH:7][CH:8]=[CH:9][CH:10]=2)[C:5]([CH:14]=[O:15])=[C:4]([CH3:12])[CH:3]=1. The yield is 0.720. (3) The reactants are [C:1]([O:4][CH2:5][C@@H:6]1[C@@H:11]([O:12][Si:13]([CH:20]([CH3:22])[CH3:21])([CH:17]([CH3:19])[CH3:18])[CH:14]([CH3:16])[CH3:15])[C@H:10]([O:23][Si:24]([CH:31]([CH3:33])[CH3:32])([CH:28]([CH3:30])[CH3:29])[CH:25]([CH3:27])[CH3:26])[CH:9]=[C:8]([C:34]2[CH:39]=[CH:38][N:37]=[CH:36][C:35]=2[N+:40]([O-])=O)[O:7]1)(=[O:3])[CH3:2]. The catalyst is CCO.[Pd]. The product is [C:1]([O:4][CH2:5][C@@H:6]1[C@@H:11]([O:12][Si:13]([CH:14]([CH3:15])[CH3:16])([CH:20]([CH3:22])[CH3:21])[CH:17]([CH3:18])[CH3:19])[C@H:10]([O:23][Si:24]([CH:28]([CH3:30])[CH3:29])([CH:25]([CH3:27])[CH3:26])[CH:31]([CH3:32])[CH3:33])[CH2:9][C@H:8]([C:34]2[CH:39]=[CH:38][N:37]=[CH:36][C:35]=2[NH2:40])[O:7]1)(=[O:3])[CH3:2]. The yield is 0.930. (4) The reactants are Cl[C:2]1[CH:3]=[N:4][CH:5]=[CH:6][CH:7]=1.[C:8]([C:10]1[CH:14]=[CH:13][S:12][CH:11]=1)#[CH:9].C([O-])([O-])=O.[Cs+].[Cs+].O. The catalyst is C1(P(C2CCCCC2)C2C=CC=CC=2C2C(C(C)C)=CC(S([O-])(=O)=O)=CC=2C(C)C)CCCCC1.[Na+].C(#N)C. The yield is 0.930. The product is [S:12]1[CH:13]=[CH:14][C:10]([C:8]#[C:9][C:2]2[CH:3]=[N:4][CH:5]=[CH:6][CH:7]=2)=[CH:11]1.